From a dataset of Full USPTO retrosynthesis dataset with 1.9M reactions from patents (1976-2016). Predict the reactants needed to synthesize the given product. (1) Given the product [CH:27]1([C@H:33]([NH:35][C:5](=[O:6])[C:4]2[CH:8]=[C:9]([O:12][C:13]3[C:18]([C:19]4[CH:24]=[CH:23][N:22]=[C:21]([NH:25][CH3:26])[N:20]=4)=[CH:17][CH:16]=[CH:15][N:14]=3)[CH:10]=[CH:11][C:3]=2[F:2])[CH3:34])[CH2:32][CH2:31][CH2:30][CH2:29][CH2:28]1, predict the reactants needed to synthesize it. The reactants are: Cl.[F:2][C:3]1[CH:11]=[CH:10][C:9]([O:12][C:13]2[C:18]([C:19]3[CH:24]=[CH:23][N:22]=[C:21]([NH:25][CH3:26])[N:20]=3)=[CH:17][CH:16]=[CH:15][N:14]=2)=[CH:8][C:4]=1[C:5](Cl)=[O:6].[CH:27]1([C@H:33]([NH2:35])[CH3:34])[CH2:32][CH2:31][CH2:30][CH2:29][CH2:28]1. (2) The reactants are: [CH3:1][C:2]1[C:7]([CH2:8][C:9]([O:11]C)=[O:10])=[C:6]([N:13]2[CH2:17][CH2:16][CH2:15][CH2:14]2)[N:5]=[C:4]([CH2:18][C:19]2[CH:24]=[CH:23][C:22]([NH:25][C:26]([C:28]3[CH:37]=[CH:36][C:35]4[C:30](=[CH:31][CH:32]=[CH:33][CH:34]=4)[CH:29]=3)=[O:27])=[CH:21][CH:20]=2)[N:3]=1.[OH-].[Na+].CCOCC.Cl. Given the product [CH3:1][C:2]1[C:7]([CH2:8][C:9]([OH:11])=[O:10])=[C:6]([N:13]2[CH2:17][CH2:16][CH2:15][CH2:14]2)[N:5]=[C:4]([CH2:18][C:19]2[CH:20]=[CH:21][C:22]([NH:25][C:26]([C:28]3[CH:37]=[CH:36][C:35]4[C:30](=[CH:31][CH:32]=[CH:33][CH:34]=4)[CH:29]=3)=[O:27])=[CH:23][CH:24]=2)[N:3]=1, predict the reactants needed to synthesize it. (3) Given the product [CH3:1][S:2]([CH2:5][CH2:6][CH2:7][O:8][C:9]1[C:10]([CH3:25])=[C:11]2[N:16]([CH:17]=1)[N:15]=[CH:14][N:13]=[C:12]2[OH:18])(=[O:4])=[O:3], predict the reactants needed to synthesize it. The reactants are: [CH3:1][S:2]([CH2:5][CH2:6][CH2:7][O:8][C:9]1[C:10]([CH3:25])=[C:11]2[N:16]([CH:17]=1)[N:15]=[CH:14][N:13]=[C:12]2[O:18]C1C=CC=CC=1)(=[O:4])=[O:3].Cl.